This data is from Full USPTO retrosynthesis dataset with 1.9M reactions from patents (1976-2016). The task is: Predict the reactants needed to synthesize the given product. (1) Given the product [CH2:22]([NH:25][C:2]1[N:3]=[C:4]([NH:12][CH2:13]/[CH:14]=[CH:15]/[C:16]2[CH:21]=[CH:20][CH:19]=[CH:18][CH:17]=2)[C:5]2[S:10][CH:9]=[C:8]([CH3:11])[C:6]=2[N:7]=1)[CH:23]=[CH2:24], predict the reactants needed to synthesize it. The reactants are: Cl[C:2]1[N:3]=[C:4]([NH:12][CH2:13]/[CH:14]=[CH:15]/[C:16]2[CH:21]=[CH:20][CH:19]=[CH:18][CH:17]=2)[C:5]2[S:10][CH:9]=[C:8]([CH3:11])[C:6]=2[N:7]=1.[CH2:22]([NH2:25])[CH:23]=[CH2:24].C(=O)([O-])O.[Na+]. (2) Given the product [F:27][C:26]([F:29])=[CH:25]/[CH:24]=[CH:23]/[C:4]1[CH:3]=[C:2]([C:38]2[C:33]([C:30]([OH:32])=[O:31])=[CH:34][CH:35]=[C:36]([F:39])[CH:37]=2)[CH:7]=[C:6]([NH:8][C:9]([NH:11][C:12]2[CH:13]=[CH:14][C:15]([CH3:18])=[CH:16][CH:17]=2)=[O:10])[C:5]=1[O:19][CH2:20][CH2:21][CH3:22], predict the reactants needed to synthesize it. The reactants are: Br[C:2]1[CH:3]=[C:4]([CH2:23]/[CH:24]=[CH:25]/[C:26]([F:29])(F)[F:27])[C:5]([O:19][CH2:20][CH2:21][CH3:22])=[C:6]([NH:8][C:9]([NH:11][C:12]2[CH:17]=[CH:16][C:15]([CH3:18])=[CH:14][CH:13]=2)=[O:10])[CH:7]=1.[C:30]([C:33]1[CH:38]=[CH:37][C:36]([F:39])=[CH:35][C:34]=1B(O)O)([OH:32])=[O:31].BrC1C=C(C(C2C=CC=CC=2)C=C)C(OCCC)=C(NC(NC2C=CC(C)=CC=2)=O)C=1. (3) Given the product [C:1]([N:4]1[C:8]2[CH:9]=[CH:10][CH:11]=[CH:12][C:7]=2[N:6]([CH2:43][C:33]2[C:42]3[C:37](=[CH:38][CH:39]=[CH:40][CH:41]=3)[CH:36]=[CH:35][CH:34]=2)[C:5]1=[O:13])([CH3:3])=[CH2:2], predict the reactants needed to synthesize it. The reactants are: [C:1]([N:4]1[C:8]2[CH:9]=[CH:10][CH:11]=[CH:12][C:7]=2[NH:6][C:5]1=[O:13])([CH3:3])=[CH2:2].C1(P(C2C=CC=CC=2)C2C=CC=CC=2)C=CC=CC=1.[C:33]1([CH2:43]O)[C:42]2[C:37](=[CH:38][CH:39]=[CH:40][CH:41]=2)[CH:36]=[CH:35][CH:34]=1.N(C(OC(C)C)=O)=NC(OC(C)C)=O. (4) Given the product [C:1]([C:4]1[CH:5]=[CH:6][C:7]([S:10]([NH:13][C:14]([CH3:19])([CH3:18])[C:15]([NH:31][CH:24]2[CH:23]3[CH2:29][CH:27]4[CH2:28][C:21]([OH:20])([CH2:30][CH:25]2[CH2:26]4)[CH2:22]3)=[O:17])(=[O:11])=[O:12])=[CH:8][CH:9]=1)(=[O:3])[CH3:2], predict the reactants needed to synthesize it. The reactants are: [C:1]([C:4]1[CH:9]=[CH:8][C:7]([S:10]([NH:13][C:14]([CH3:19])([CH3:18])[C:15]([OH:17])=O)(=[O:12])=[O:11])=[CH:6][CH:5]=1)(=[O:3])[CH3:2].[OH:20][C:21]12[CH2:30][CH:25]3[CH2:26][CH:27]([CH2:29][CH:23]([CH:24]3[NH2:31])[CH2:22]1)[CH2:28]2.F[P-](F)(F)(F)(F)F.N1(O[P+](N(C)C)(N(C)C)N(C)C)C2C=CC=CC=2N=N1.CCN(C(C)C)C(C)C. (5) Given the product [F:1][C:2]1[CH:7]=[C:6]([O:8][CH3:9])[CH:5]=[CH:4][C:3]=1[CH:10]1[CH2:11][CH2:12][N:13]([C:30]([O:29][C:25]([CH3:28])([CH3:27])[CH3:26])=[O:31])[CH2:14][CH2:15]1, predict the reactants needed to synthesize it. The reactants are: [F:1][C:2]1[CH:7]=[C:6]([O:8][CH3:9])[CH:5]=[CH:4][C:3]=1[CH:10]1[CH2:15][CH2:14][NH:13][CH2:12][CH2:11]1.C(N(CC)C(C)C)(C)C.[C:25]([O:29][C:30](O[C:30]([O:29][C:25]([CH3:28])([CH3:27])[CH3:26])=[O:31])=[O:31])([CH3:28])([CH3:27])[CH3:26]. (6) Given the product [CH2:27]([NH:29][C:30]1[NH:1][C:2]2[CH:3]=[C:4]([C:9]3[CH:10]=[CH:11][C:12]4[O:18][CH2:17][CH2:16][N:15]([C:19]([O:21][C:22]([CH3:23])([CH3:25])[CH3:24])=[O:20])[CH2:14][C:13]=4[CH:26]=3)[CH:5]=[CH:6][C:7]=2[N:8]=1)[CH3:28], predict the reactants needed to synthesize it. The reactants are: [NH2:1][C:2]1[CH:3]=[C:4]([C:9]2[CH:10]=[CH:11][C:12]3[O:18][CH2:17][CH2:16][N:15]([C:19]([O:21][C:22]([CH3:25])([CH3:24])[CH3:23])=[O:20])[CH2:14][C:13]=3[CH:26]=2)[CH:5]=[CH:6][C:7]=1[NH2:8].[CH2:27]([N:29]=[C:30]=S)[CH3:28].O.Cl.CN(C)CCCN=C=NCC.